Dataset: Full USPTO retrosynthesis dataset with 1.9M reactions from patents (1976-2016). Task: Predict the reactants needed to synthesize the given product. (1) Given the product [NH3:4].[CH3:23][N:21]1[N:20]=[N:19][C:18]([C:15]2[CH:16]=[CH:17][C:12]([NH:11][C:5]3[C:6]4[N:7]([CH:8]=[CH:9][N:10]=4)[C:2]([C:32]4[CH:33]=[N:34][NH:35][CH:36]=4)=[CH:3][N:4]=3)=[CH:13][CH:14]=2)=[N:22]1, predict the reactants needed to synthesize it. The reactants are: Br[C:2]1[N:7]2[CH:8]=[CH:9][N:10]=[C:6]2[C:5]([NH:11][C:12]2[CH:17]=[CH:16][C:15]([C:18]3[N:19]=[N:20][N:21]([CH3:23])[N:22]=3)=[CH:14][CH:13]=2)=[N:4][CH:3]=1.CC1(C)C(C)(C)OB([C:32]2[CH:33]=[N:34][NH:35][CH:36]=2)O1.C([O-])([O-])=O.[Na+].[Na+]. (2) Given the product [C:18]([N:15]1[CH2:16][CH2:17][C@@H:12]([CH2:11][NH:10][C:7]2[C:2]([C:34]3[CH:48]=[CH:47][C:37]([O:38][C:39]4[CH:46]=[CH:45][C:42]([C:43]#[N:44])=[CH:41][CH:40]=4)=[CH:36][CH:35]=3)=[C:3]([NH2:9])[N:4]=[CH:5][N:6]=2)[C@H:13]([OH:25])[CH2:14]1)(=[O:20])[CH:50]=[CH2:51], predict the reactants needed to synthesize it. The reactants are: Cl[C:2]1[C:3]([NH2:9])=[N:4][CH:5]=[N:6][C:7]=1Cl.[NH2:10][CH2:11][C@@H:12]1[CH2:17][CH2:16][N:15]([C:18]([O:20]C(C)(C)C)=O)[CH2:14][C@H:13]1[OH:25].CC1(C)C(C)(C)OB([C:34]2[CH:48]=[CH:47][C:37]([O:38][C:39]3[CH:46]=[CH:45][C:42]([C:43]#[N:44])=[CH:41][CH:40]=3)=[CH:36][CH:35]=2)O1.[C:50](Cl)(=O)[CH:51]=C. (3) Given the product [NH2:20][C:19]1[C:16]([C:17]#[N:18])=[C:14]([CH3:15])[N:3]=[C:2]([O:4][CH3:5])[N:6]=1, predict the reactants needed to synthesize it. The reactants are: Cl.[C:2](=[NH:6])([O:4][CH3:5])[NH2:3].[O-]CC.[Na+].C(O[C:14](=[C:16]([C:19]#[N:20])[C:17]#[N:18])[CH3:15])C.C(#N)CC#N. (4) Given the product [CH3:22][N:23]([CH3:24])[C:2]1[CH:7]=[C:6]([C:8]2[N:12]3[CH:13]=[CH:14][CH:15]=[CH:16][C:11]3=[N:10][C:9]=2[C:17]([O:19][CH2:20][CH3:21])=[O:18])[CH:5]=[CH:4][N:3]=1, predict the reactants needed to synthesize it. The reactants are: F[C:2]1[CH:7]=[C:6]([C:8]2[N:12]3[CH:13]=[CH:14][CH:15]=[CH:16][C:11]3=[N:10][C:9]=2[C:17]([O:19][CH2:20][CH3:21])=[O:18])[CH:5]=[CH:4][N:3]=1.[CH3:22][NH:23][CH3:24]. (5) Given the product [O:15]1[CH2:21][CH2:20][CH2:19][N:18]([S:10]([C:7]2[S:6][C:5]([NH:4][C:1](=[O:3])[CH3:2])=[N:9][CH:8]=2)(=[O:12])=[O:11])[CH2:17][CH2:16]1, predict the reactants needed to synthesize it. The reactants are: [C:1]([NH:4][C:5]1[S:6][C:7]([S:10](Cl)(=[O:12])=[O:11])=[CH:8][N:9]=1)(=[O:3])[CH3:2].Cl.[O:15]1[CH2:21][CH2:20][CH2:19][NH:18][CH2:17][CH2:16]1.CCN(C(C)C)C(C)C.[Cl-].[NH4+]. (6) The reactants are: Cl[C:2]1[CH:3]=[CH:4][C:5]2[CH2:6][N:7]([CH3:16])[CH2:8][CH:9]([CH:13]3[CH2:15][CH2:14]3)[O:10][C:11]=2[N:12]=1.[CH3:17][O:18][C:19]1[CH:20]=[C:21]([CH:23]=[CH:24][C:25]=1[N:26]1[CH:30]=[C:29]([CH3:31])[N:28]=[CH:27]1)[NH2:22].C(=O)([O-])[O-].[Cs+].[Cs+]. Given the product [CH:13]1([CH:9]2[CH2:8][N:7]([CH3:16])[CH2:6][C:5]3[CH:4]=[CH:3][C:2]([NH:22][C:21]4[CH:23]=[CH:24][C:25]([N:26]5[CH:30]=[C:29]([CH3:31])[N:28]=[CH:27]5)=[C:19]([O:18][CH3:17])[CH:20]=4)=[N:12][C:11]=3[O:10]2)[CH2:15][CH2:14]1, predict the reactants needed to synthesize it. (7) Given the product [CH4:1].[CH3:11][C:1]1[CH:6]=[CH:5][C:4]([S:7]([OH:10])(=[O:9])=[O:8])=[CH:3][CH:2]=1, predict the reactants needed to synthesize it. The reactants are: [C:1]1([CH3:11])[CH:6]=[CH:5][C:4]([S:7]([OH:10])(=[O:9])=[O:8])=[CH:3][CH:2]=1. (8) The reactants are: [CH:1]1([CH2:7][N:8]2[CH2:12][C@@H:11]([NH:13][C:14]([C:16]3[CH:25]=[CH:24][C:23]4[C:18](=[CH:19][CH:20]=[CH:21][CH:22]=4)[C:17]=3[OH:26])=[O:15])[CH2:10][C@H:9]2[C:27]([OH:29])=[O:28])[CH2:6][CH2:5][CH2:4][CH2:3][CH2:2]1.S(=O)(=O)(O)O.[CH2:35](O)[CH3:36]. Given the product [CH2:35]([O:28][C:27]([C@@H:9]1[CH2:10][C@H:11]([NH:13][C:14]([C:16]2[CH:25]=[CH:24][C:23]3[C:18](=[CH:19][CH:20]=[CH:21][CH:22]=3)[C:17]=2[OH:26])=[O:15])[CH2:12][N:8]1[CH2:7][CH:1]1[CH2:6][CH2:5][CH2:4][CH2:3][CH2:2]1)=[O:29])[CH3:36], predict the reactants needed to synthesize it.